Dataset: Full USPTO retrosynthesis dataset with 1.9M reactions from patents (1976-2016). Task: Predict the reactants needed to synthesize the given product. (1) Given the product [Br:1][C:2]1[N:3]=[C:4]([C:10]([F:13])([F:12])[F:11])[S:5][C:6]=1[C:7]([Cl:16])=[O:8], predict the reactants needed to synthesize it. The reactants are: [Br:1][C:2]1[N:3]=[C:4]([C:10]([F:13])([F:12])[F:11])[S:5][C:6]=1[C:7](O)=[O:8].O=S(Cl)[Cl:16]. (2) Given the product [CH:2]([N:5]1[CH2:6][CH2:7][CH:8]([O:11][C:12]2[CH:13]=[C:14]3[C:18](=[CH:19][C:20]=2[CH3:21])[NH:17][C:16]([C:22]([N:32]2[CH2:33][CH2:34][N:29]([S:26]([CH3:25])(=[O:28])=[O:27])[CH2:30][CH2:31]2)=[O:24])=[CH:15]3)[CH2:9][CH2:10]1)([CH3:3])[CH3:4], predict the reactants needed to synthesize it. The reactants are: Cl.[CH:2]([N:5]1[CH2:10][CH2:9][CH:8]([O:11][C:12]2[CH:13]=[C:14]3[C:18](=[CH:19][C:20]=2[CH3:21])[NH:17][C:16]([C:22]([OH:24])=O)=[CH:15]3)[CH2:7][CH2:6]1)([CH3:4])[CH3:3].[CH3:25][S:26]([N:29]1[CH2:34][CH2:33][NH:32][CH2:31][CH2:30]1)(=[O:28])=[O:27].